This data is from Full USPTO retrosynthesis dataset with 1.9M reactions from patents (1976-2016). The task is: Predict the reactants needed to synthesize the given product. (1) Given the product [CH2:11]([N:18]1[CH2:23][CH:22]([CH3:24])[O:21][CH2:20][CH:19]1[CH2:25][CH:26]=[O:27])[C:12]1[CH:13]=[CH:14][CH:15]=[CH:16][CH:17]=1, predict the reactants needed to synthesize it. The reactants are: C(Cl)(=O)C(Cl)=O.CS(C)=O.[CH2:11]([N:18]1[CH2:23][CH:22]([CH3:24])[O:21][CH2:20][C@@H:19]1[CH2:25][CH2:26][OH:27])[C:12]1[CH:17]=[CH:16][CH:15]=[CH:14][CH:13]=1.C(N(CC)CC)C. (2) Given the product [CH3:1][O:2][C:3]1[C:4]([CH2:27][N:28]2[C:32](=[O:33])[C:31]3[C:30](=[CH:37][CH:36]=[CH:35][CH:34]=3)[C:29]2=[O:38])=[C:5]2[C:10](=[C:11]3[CH2:15][C:14]([CH3:17])([CH3:16])[O:13][C:12]=13)[C:9]([C:18]1[CH:19]=[CH:20][CH:21]=[CH:22][CH:23]=1)=[N:8][C:7]([CH3:25])([CH3:24])[CH2:6]2, predict the reactants needed to synthesize it. The reactants are: [CH3:1][O:2][C:3]1[CH:4]=[C:5]2[C:10](=[C:11]3[CH2:15][C:14]([CH3:17])([CH3:16])[O:13][C:12]=13)[C:9]([C:18]1[CH:23]=[CH:22][CH:21]=[CH:20][CH:19]=1)=[N:8][C:7]([CH3:25])([CH3:24])[CH2:6]2.O[CH2:27][N:28]1[C:32](=[O:33])[C:31]2=[CH:34][CH:35]=[CH:36][CH:37]=[C:30]2[C:29]1=[O:38].O. (3) Given the product [CH3:6][O:7][C:8]1[CH:9]=[CH:10][CH:11]=[C:12]2[C:16]=1[NH:15][CH:14]=[C:13]2[CH:22]=[O:23], predict the reactants needed to synthesize it. The reactants are: P(Cl)(Cl)(Cl)=O.[CH3:6][O:7][C:8]1[CH:9]=[CH:10][CH:11]=[C:12]2[C:16]=1[NH:15][CH:14]=[CH:13]2.[OH-].[Na+].CN([CH:22]=[O:23])C. (4) The reactants are: [CH3:1][C:2]1[C:15]2[C:14]3[CH:13]=[CH:12][CH:11]=[CH:10][C:9]=3[C:8]3=[N:16][CH:17]=[CH:18][N:7]3[C:6]=2[CH:5]=[CH:4][CH:3]=1.[Br:19]N1C(=O)CCC1=O.O. Given the product [Br:19][C:18]1[N:7]2[C:6]3[CH:5]=[CH:4][CH:3]=[C:2]([CH3:1])[C:15]=3[C:14]3[CH:13]=[CH:12][CH:11]=[CH:10][C:9]=3[C:8]2=[N:16][CH:17]=1, predict the reactants needed to synthesize it. (5) Given the product [CH2:1]([N:8]1[CH2:12][CH2:11][N:10]([C@@H:13]([C:55]([CH3:58])([CH3:57])[CH3:56])[C:14]([NH:16][C@@H:17]([CH2:48][C:49]2[CH:54]=[CH:53][CH:52]=[CH:51][CH:50]=2)[C@@H:18]([O:47][CH:60]([S:62][CH2:63][CH3:64])[CH3:61])[CH2:19][C@@H:20]([NH:34][C:35](=[O:36])[C@H:37]([C:38]([CH3:41])([CH3:40])[CH3:39])[NH:42][C:43]([O:44][CH3:45])=[O:46])[CH2:21][C:22]2[CH:27]=[CH:26][C:25]([C:28]3[CH:33]=[CH:32][CH:31]=[CH:30][N:29]=3)=[CH:24][CH:23]=2)=[O:15])[C:9]1=[O:59])[C:2]1[CH:3]=[CH:4][CH:5]=[CH:6][CH:7]=1, predict the reactants needed to synthesize it. The reactants are: [CH2:1]([N:8]1[CH2:12][CH2:11][N:10]([C@@H:13]([C:55]([CH3:58])([CH3:57])[CH3:56])[C:14]([NH:16][C@@H:17]([CH2:48][C:49]2[CH:54]=[CH:53][CH:52]=[CH:51][CH:50]=2)[C@@H:18]([OH:47])[CH2:19][C@@H:20]([NH:34][C:35]([C@@H:37]([NH:42][C:43](=[O:46])[O:44][CH3:45])[C:38]([CH3:41])([CH3:40])[CH3:39])=[O:36])[CH2:21][C:22]2[CH:27]=[CH:26][C:25]([C:28]3[CH:33]=[CH:32][CH:31]=[CH:30][N:29]=3)=[CH:24][CH:23]=2)=[O:15])[C:9]1=[O:59])[C:2]1[CH:7]=[CH:6][CH:5]=[CH:4][CH:3]=1.[CH2:60]([S:62][CH2:63][CH3:64])[CH3:61].C(OOC(=O)C1C=CC=CC=1)(=O)C1C=CC=CC=1. (6) Given the product [CH:1]1([C:7]2[C:15]3[CH:14]=[CH:13][C:12]([C:16]([O:18][CH3:19])=[O:17])=[CH:11][C:10]=3[N:9]3[C:8]=2[C:20]2[CH:25]=[CH:24][CH:23]=[CH:22][C:21]=2[O:26][CH:28]([C:29]([O:31][CH2:32][CH3:33])=[O:30])[CH2:34]3)[CH2:6][CH2:5][CH2:4][CH2:3][CH2:2]1, predict the reactants needed to synthesize it. The reactants are: [CH:1]1([C:7]2[C:15]3[C:10](=[CH:11][C:12]([C:16]([O:18][CH3:19])=[O:17])=[CH:13][CH:14]=3)[NH:9][C:8]=2[C:20]2[CH:25]=[CH:24][CH:23]=[CH:22][C:21]=2[OH:26])[CH2:6][CH2:5][CH2:4][CH2:3][CH2:2]1.Br[CH:28]([CH2:34]Br)[C:29]([O:31][CH2:32][CH3:33])=[O:30].C(=O)([O-])[O-].[K+].[K+].O. (7) Given the product [Cl:28][C:23]1[CH:22]=[C:21]([NH:20][C:16]2[N:17]=[CH:18][N:19]=[C:14]3[S:13][C:10]4[C:11]5[C:6]([CH2:7][CH2:8][C:9]=4[C:15]=23)=[N:5][N:4]([CH2:3][CH2:2][N:33]2[CH2:34][CH2:35][N:30]([CH3:29])[CH2:31][CH2:32]2)[CH:12]=5)[CH:26]=[CH:25][C:24]=1[F:27], predict the reactants needed to synthesize it. The reactants are: Br[CH2:2][CH2:3][N:4]1[CH:12]=[C:11]2[C:6]([CH2:7][CH2:8][C:9]3[C:15]4=[C:16]([NH:20][C:21]5[CH:26]=[CH:25][C:24]([F:27])=[C:23]([Cl:28])[CH:22]=5)[N:17]=[CH:18][N:19]=[C:14]4[S:13][C:10]=32)=[N:5]1.[CH3:29][N:30]1[CH2:35][CH2:34][NH:33][CH2:32][CH2:31]1.[I-].[Na+].C(=O)([O-])[O-].[Na+].[Na+]. (8) Given the product [NH2:26][CH:22]1[CH2:23][CH2:24][CH2:25][CH:20]([NH:19][C:17]([C:16]2[C:10]3[N:9]=[C:8]([CH:2]4[CH2:3][CH:4]5[CH2:7][CH:1]4[CH2:6][CH2:5]5)[NH:12][C:11]=3[C:13]([OH:34])=[CH:14][CH:15]=2)=[O:18])[CH2:21]1, predict the reactants needed to synthesize it. The reactants are: [CH:1]12[CH2:7][CH:4]([CH2:5][CH2:6]1)[CH2:3][CH:2]2[C:8]1[NH:12][C:11]2[C:13]([O:34]C)=[CH:14][CH:15]=[C:16]([C:17]([NH:19][CH:20]3[CH2:25][CH2:24][CH2:23][CH:22]([NH:26]C(=O)OC(C)(C)C)[CH2:21]3)=[O:18])[C:10]=2[N:9]=1.B(Br)(Br)Br. (9) Given the product [Br:1][CH2:20][C:5]1[CH:4]=[CH:12][CH:11]=[C:10]2[C:6]=1[CH:7]=[N:8][N:9]2[CH:18]1[CH2:17][CH2:16][CH2:15][CH2:14][O:13]1, predict the reactants needed to synthesize it. The reactants are: [BrH:1].BrC[C:4]1[CH:5]=[C:6]2[C:10](=[CH:11][CH:12]=1)[NH:9][N:8]=[CH:7]2.[O:13]1[CH:18]=[CH:17][CH2:16][CH2:15][CH2:14]1.Cl[CH2:20]Cl. (10) Given the product [Cl:15][CH2:16][C:17]([C:10]1[CH:9]=[C:8]2[C:13](=[CH:12][CH:11]=1)[NH:5][C:6](=[O:14])[CH2:7]2)=[O:18], predict the reactants needed to synthesize it. The reactants are: [Cl-].[Al+3].[Cl-].[Cl-].[NH:5]1[C:13]2[C:8](=[CH:9][CH:10]=[CH:11][CH:12]=2)[CH2:7][C:6]1=[O:14].[Cl:15][CH2:16][C:17](Cl)=[O:18].